Task: Predict the product of the given reaction.. Dataset: Forward reaction prediction with 1.9M reactions from USPTO patents (1976-2016) (1) Given the reactants [CH:1]([N:4]1[C:8]([C:9]2[S:10][C:11]3[CH2:12][CH2:13][O:14][C:15]4[CH:22]=[C:21](Br)[CH:20]=[CH:19][C:16]=4[C:17]=3[N:18]=2)=[N:7][CH:6]=[N:5]1)([CH3:3])[CH3:2].[F:24][C:25]1[CH:30]=[C:29](B(O)O)[CH:28]=[CH:27][N:26]=1, predict the reaction product. The product is: [CH:1]([N:4]1[C:8]([C:9]2[S:10][C:11]3[CH2:12][CH2:13][O:14][C:15]4[CH:22]=[C:21]([C:29]5[CH:28]=[CH:27][N:26]=[C:25]([F:24])[CH:30]=5)[CH:20]=[CH:19][C:16]=4[C:17]=3[N:18]=2)=[N:7][CH:6]=[N:5]1)([CH3:3])[CH3:2]. (2) Given the reactants Br[C:2]1[CH:3]=[C:4]2[C:9](=[CH:10][CH:11]=1)[N:8]=[CH:7][C:6]([C:12]([CH:14]1[CH2:16][CH2:15]1)=[O:13])=[C:5]2[NH:17][C:18]1[CH:19]=[N:20][C:21]([CH2:24][N:25]2[CH2:29][CH2:28][CH2:27][CH2:26]2)=[CH:22][CH:23]=1.[Cl:30][C:31]1[CH:36]=[C:35](B2OC(C)(C)C(C)(C)O2)[CH:34]=[C:33]([Cl:46])[C:32]=1[OH:47], predict the reaction product. The product is: [CH:14]1([C:12]([C:6]2[CH:7]=[N:8][C:9]3[C:4]([C:5]=2[NH:17][C:18]2[CH:19]=[N:20][C:21]([CH2:24][N:25]4[CH2:26][CH2:27][CH2:28][CH2:29]4)=[CH:22][CH:23]=2)=[CH:3][C:2]([C:35]2[CH:36]=[C:31]([Cl:30])[C:32]([OH:47])=[C:33]([Cl:46])[CH:34]=2)=[CH:11][CH:10]=3)=[O:13])[CH2:16][CH2:15]1. (3) Given the reactants [NH2:1][C@:2]12[CH2:37][CH2:36][C@@H:35]([C:38]([CH3:40])=[CH2:39])[C@@H:3]1[C@@H:4]1[C@@:17]([CH3:20])([CH2:18][CH2:19]2)[C@@:16]2([CH3:21])[C@@H:7]([C@:8]3([CH3:34])[C@@H:13]([CH2:14][CH2:15]2)[C:12]([CH3:23])([CH3:22])[C:11]([C:24]2[CH:33]=[CH:32][C:27]([C:28]([O:30]C)=[O:29])=[CH:26][CH:25]=2)=[CH:10][CH2:9]3)[CH2:6][CH2:5]1.Cl.[N:42]1[CH:47]=[CH:46][CH:45]=[C:44]([CH2:48][C:49](O)=[O:50])[CH:43]=1, predict the reaction product. The product is: [CH3:20][C@:17]12[C@@:16]3([CH3:21])[C@@H:7]([C@:8]4([CH3:34])[C@@H:13]([CH2:14][CH2:15]3)[C:12]([CH3:23])([CH3:22])[C:11]([C:24]3[CH:33]=[CH:32][C:27]([C:28]([OH:30])=[O:29])=[CH:26][CH:25]=3)=[CH:10][CH2:9]4)[CH2:6][CH2:5][C@@H:4]1[C@H:3]1[C@H:35]([C:38]([CH3:40])=[CH2:39])[CH2:36][CH2:37][C@:2]1([NH:1][C:49](=[O:50])[CH2:48][C:44]1[CH:43]=[N:42][CH:47]=[CH:46][CH:45]=1)[CH2:19][CH2:18]2. (4) Given the reactants [C:1]1([C:7]([C:12]2[CH:17]=[CH:16][CH:15]=[CH:14][CH:13]=2)=[CH:8][CH:9]([CH3:11])[CH3:10])[CH:6]=[CH:5][CH:4]=[CH:3][CH:2]=1.[Br:18]Br, predict the reaction product. The product is: [Br:18][C:8]([CH:9]([CH3:11])[CH3:10])=[C:7]([C:12]1[CH:13]=[CH:14][CH:15]=[CH:16][CH:17]=1)[C:1]1[CH:6]=[CH:5][CH:4]=[CH:3][CH:2]=1.